Predict the product of the given reaction. From a dataset of Forward reaction prediction with 1.9M reactions from USPTO patents (1976-2016). (1) Given the reactants [F:1][C:2]1[CH:3]=[C:4]2[C:8](=[CH:9][C:10]=1[C:11]1[CH:16]=[CH:15][N:14]=[C:13]([C@H:17]3[CH2:21][CH2:20][C@@:19]4([CH2:25][CH2:24][N:23]([CH3:26])[C:22]4=[O:27])[NH:18]3)[CH:12]=1)[NH:7][N:6]=[CH:5]2.N(C(OC(C)(C)C)=O)=NC(O[C:33](C)(C)[CH3:34])=O.C(O)C.C1(P(C2C=CC=CC=2)C2C=CC=CC=2)C=CC=CC=1, predict the reaction product. The product is: [CH2:33]([N:7]1[C:8]2[C:4](=[CH:3][C:2]([F:1])=[C:10]([C:11]3[CH:16]=[CH:15][N:14]=[C:13]([C@H:17]4[CH2:21][CH2:20][C@@:19]5([CH2:25][CH2:24][N:23]([CH3:26])[C:22]5=[O:27])[NH:18]4)[CH:12]=3)[CH:9]=2)[CH:5]=[N:6]1)[CH3:34]. (2) The product is: [Cl:14][C:11]1[N:12]=[CH:13][C:8]([C:35]2[CH:52]=[CH:51][C:38]3[N:39]=[C:40]([NH:42][C:43]([CH:45]4[CH2:50][CH2:49][CH2:48][CH2:47][CH2:46]4)=[O:44])[S:41][C:37]=3[CH:36]=2)=[CH:9][C:10]=1[NH:15][S:16]([C:19]1[CH:24]=[CH:23][C:22]([O:25][CH3:26])=[CH:21][CH:20]=1)(=[O:18])=[O:17]. Given the reactants C(=O)([O-])[O-].[Na+].[Na+].Br[C:8]1[CH:9]=[C:10]([NH:15][S:16]([C:19]2[CH:24]=[CH:23][C:22]([O:25][CH3:26])=[CH:21][CH:20]=2)(=[O:18])=[O:17])[C:11]([Cl:14])=[N:12][CH:13]=1.CC1(C)C(C)(C)OB([C:35]2[CH:52]=[CH:51][C:38]3[N:39]=[C:40]([NH:42][C:43]([CH:45]4[CH2:50][CH2:49][CH2:48][CH2:47][CH2:46]4)=[O:44])[S:41][C:37]=3[CH:36]=2)O1, predict the reaction product. (3) Given the reactants Cl.Cl.[CH3:3][CH:4]1[C:9]2[N:10]=[CH:11][NH:12][C:8]=2[CH2:7][CH2:6][NH:5]1.C([O-])([O-])=O.[K+].[K+].Cl[C:20]([O:22][CH2:23][C:24]1[CH:29]=[CH:28][CH:27]=[CH:26][CH:25]=1)=[O:21].[OH-].[Na+].Cl, predict the reaction product. The product is: [CH3:3][CH:4]1[C:9]2[N:10]=[CH:11][NH:12][C:8]=2[CH2:7][CH2:6][N:5]1[C:20]([O:22][CH2:23][C:24]1[CH:29]=[CH:28][CH:27]=[CH:26][CH:25]=1)=[O:21]. (4) The product is: [CH3:1][O:2][C:3]([C@H:5]1[CH2:6][CH2:7][C@H:8]([CH2:11][NH:12][C:13](=[O:23])[C:14]2[CH:19]=[CH:18][CH:17]=[CH:16][C:15]=2[NH2:20])[CH2:9][CH2:10]1)=[O:4]. Given the reactants [CH3:1][O:2][C:3]([C@H:5]1[CH2:10][CH2:9][C@H:8]([CH2:11][NH:12][C:13](=[O:23])[C:14]2[CH:19]=[CH:18][CH:17]=[CH:16][C:15]=2[N+:20]([O-])=O)[CH2:7][CH2:6]1)=[O:4].CC(O)=O.[H][H], predict the reaction product.